From a dataset of Forward reaction prediction with 1.9M reactions from USPTO patents (1976-2016). Predict the product of the given reaction. (1) The product is: [Br-:15].[CH2:1]([O:3][C:4]1[CH:9]=[CH:8][CH:7]=[CH:6][C:5]=1[N+:10]1[CH:14]=[CH:13][N:12]([CH2:16][CH2:17][CH2:18][CH2:19][CH2:20][CH3:21])[CH:11]=1)[CH3:2]. Given the reactants [CH2:1]([O:3][C:4]1[CH:9]=[CH:8][CH:7]=[CH:6][C:5]=1[N:10]1[CH:14]=[CH:13][N:12]=[CH:11]1)[CH3:2].[Br:15][CH2:16][CH2:17][CH2:18][CH2:19][CH2:20][CH3:21], predict the reaction product. (2) Given the reactants C([O:8][C:9](=[O:24])[CH2:10][C@@H:11]([O:16][Si:17]([C:20]([CH3:23])([CH3:22])[CH3:21])([CH3:19])[CH3:18])[CH2:12][C:13]([NH2:15])=[O:14])C1C=CC=CC=1, predict the reaction product. The product is: [Si:17]([O:16][C@H:11]([CH2:10][C:9]([OH:24])=[O:8])[CH2:12][C:13]([NH2:15])=[O:14])([C:20]([CH3:22])([CH3:23])[CH3:21])([CH3:19])[CH3:18]. (3) Given the reactants [Br:1][C:2]1[CH:3]=[C:4]([C@H:24]2[C:33]3[C:32](=[O:34])[CH2:31][C@@H:30]([CH2:35][CH2:36][CH3:37])[CH2:29][C:28]=3[NH:27][C:26]([CH3:38])=[C:25]2[C:39]#[N:40])[CH:5]=[C:6]([O:21][CH2:22][CH3:23])[C:7]=1[O:8][CH2:9][C:10]1[CH:15]=[C:14]([F:16])[C:13]([F:17])=[CH:12][C:11]=1[N+:18]([O-])=O.C(O)(=O)C, predict the reaction product. The product is: [NH2:18][C:11]1[CH:12]=[C:13]([F:17])[C:14]([F:16])=[CH:15][C:10]=1[CH2:9][O:8][C:7]1[C:6]([O:21][CH2:22][CH3:23])=[CH:5][C:4]([C@H:24]2[C:33]3[C:32](=[O:34])[CH2:31][C@@H:30]([CH2:35][CH2:36][CH3:37])[CH2:29][C:28]=3[NH:27][C:26]([CH3:38])=[C:25]2[C:39]#[N:40])=[CH:3][C:2]=1[Br:1]. (4) Given the reactants O=[C:2]1[NH:7][N:6]=[CH:5][C:4]([C:8]2[CH:13]=[CH:12][C:11]([CH:14]([CH3:20])[C:15]([O:17][CH2:18][CH3:19])=[O:16])=[CH:10][CH:9]=2)=[CH:3]1.P(Cl)(Cl)([Cl:23])=O, predict the reaction product. The product is: [Cl:23][C:2]1[N:7]=[N:6][CH:5]=[C:4]([C:8]2[CH:13]=[CH:12][C:11]([CH:14]([CH3:20])[C:15]([O:17][CH2:18][CH3:19])=[O:16])=[CH:10][CH:9]=2)[CH:3]=1. (5) Given the reactants Cl.[NH:2]([CH3:4])[CH3:3].[Cl:5][C:6]1[CH:11]=[CH:10][CH:9]=[CH:8][C:7]=1[C:12](=[O:14])[CH3:13].[CH2:15]=O, predict the reaction product. The product is: [ClH:5].[Cl:5][C:6]1[CH:11]=[CH:10][CH:9]=[CH:8][C:7]=1[C:12](=[O:14])[CH2:13][CH2:3][N:2]([CH3:15])[CH3:4].